The task is: Regression. Given two drug SMILES strings and cell line genomic features, predict the synergy score measuring deviation from expected non-interaction effect.. This data is from NCI-60 drug combinations with 297,098 pairs across 59 cell lines. (1) Drug 1: CC1=C(C=C(C=C1)NC(=O)C2=CC=C(C=C2)CN3CCN(CC3)C)NC4=NC=CC(=N4)C5=CN=CC=C5. Synergy scores: CSS=27.4, Synergy_ZIP=9.90, Synergy_Bliss=10.6, Synergy_Loewe=7.47, Synergy_HSA=9.20. Drug 2: CCC1(CC2CC(C3=C(CCN(C2)C1)C4=CC=CC=C4N3)(C5=C(C=C6C(=C5)C78CCN9C7C(C=CC9)(C(C(C8N6C)(C(=O)OC)O)OC(=O)C)CC)OC)C(=O)OC)O.OS(=O)(=O)O. Cell line: U251. (2) Drug 1: CCC1=CC2CC(C3=C(CN(C2)C1)C4=CC=CC=C4N3)(C5=C(C=C6C(=C5)C78CCN9C7C(C=CC9)(C(C(C8N6C)(C(=O)OC)O)OC(=O)C)CC)OC)C(=O)OC.C(C(C(=O)O)O)(C(=O)O)O. Drug 2: CC(C)NC(=O)C1=CC=C(C=C1)CNNC.Cl. Cell line: NCI/ADR-RES. Synergy scores: CSS=2.79, Synergy_ZIP=5.30, Synergy_Bliss=3.86, Synergy_Loewe=0.201, Synergy_HSA=0.201.